Dataset: Full USPTO retrosynthesis dataset with 1.9M reactions from patents (1976-2016). Task: Predict the reactants needed to synthesize the given product. (1) The reactants are: CC1C(C)=CC=CC=1OCCCC(N1C2C(=C(C3C=CN=C(C(OC)=O)C=3)C=CC=2)CCC1)=O.[Br:35][C:36]1[CH:37]=[N:38][N:39]([CH2:41][C:42]2[CH:43]=[C:44]([CH:49]=[CH:50][CH:51]=2)[C:45]([O:47]C)=[O:46])[CH:40]=1. Given the product [Br:35][C:36]1[CH:37]=[N:38][N:39]([CH2:41][C:42]2[CH:43]=[C:44]([CH:49]=[CH:50][CH:51]=2)[C:45]([OH:47])=[O:46])[CH:40]=1, predict the reactants needed to synthesize it. (2) Given the product [Br:13][C:9]1[CH:8]=[C:7]([NH:6][C:1](=[O:4])[CH2:2][CH3:3])[CH:12]=[CH:11][N:10]=1, predict the reactants needed to synthesize it. The reactants are: [C:1](Cl)(=[O:4])[CH2:2][CH3:3].[NH2:6][C:7]1[CH:12]=[CH:11][N:10]=[C:9]([Br:13])[CH:8]=1.C(=O)([O-])[O-].[K+].[K+].O. (3) Given the product [F:1][C:2]1[CH:3]=[C:4]([C@H:9]([N:27]2[CH2:26][CH2:25][NH:24][C@H:23]([CH3:22])[CH2:28]2)[CH3:11])[CH:5]=[CH:6][C:7]=1[F:8], predict the reactants needed to synthesize it. The reactants are: [F:1][C:2]1[CH:3]=[C:4]([C@H:9]([CH3:11])O)[CH:5]=[CH:6][C:7]=1[F:8].CS(Cl)(=O)=O.S([O-])(=O)(=O)C.[CH3:22][C@@H:23]1[CH2:28][NH:27][CH2:26][CH2:25][NH:24]1.CC1(C)CCCC(C)(C)N1. (4) Given the product [C:33]([C@:28]([C:29]([OH:31])=[O:30])([OH:32])[C@:27]([C:19](=[O:26])[C:20]1[CH:25]=[CH:24][CH:23]=[CH:22][CH:21]=1)([OH:41])[C:42]([OH:44])=[O:43])(=[O:40])[C:34]1[CH:39]=[CH:38][CH:37]=[CH:36][CH:35]=1.[Cl:1][C:2]1[CH:3]=[C:4]([CH:11]([NH:14][C:15]([CH3:18])([CH3:17])[CH3:16])[CH2:12][OH:13])[CH:5]=[C:6]([C:9]#[N:10])[C:7]=1[NH2:8], predict the reactants needed to synthesize it. The reactants are: [Cl:1][C:2]1[CH:3]=[C:4]([CH:11]([NH:14][C:15]([CH3:18])([CH3:17])[CH3:16])[CH2:12][OH:13])[CH:5]=[C:6]([C:9]#[N:10])[C:7]=1[NH2:8].[C:19]([C@:27]([C:42]([OH:44])=[O:43])([OH:41])[C@:28]([C:33](=[O:40])[C:34]1[CH:39]=[CH:38][CH:37]=[CH:36][CH:35]=1)([OH:32])[C:29]([OH:31])=[O:30])(=[O:26])[C:20]1[CH:25]=[CH:24][CH:23]=[CH:22][CH:21]=1.C(OCC)C. (5) Given the product [CH2:1]([O:3][C:4]1[C:5]([CH2:10][OH:11])=[N:6][CH:7]=[CH:8][CH:9]=1)[CH3:2], predict the reactants needed to synthesize it. The reactants are: [CH2:1]([O:3][C:4]1[C:5]([C:10](O)=[O:11])=[N:6][CH:7]=[CH:8][CH:9]=1)[CH3:2].B.C1COCC1. (6) Given the product [F:34][C:9]1[CH:8]=[C:7]([CH:12]=[CH:11][C:10]=1[C:13]1[S:14][C:15]2[C:20]([N:21]=1)=[CH:19][CH:18]=[C:17]([C:22]1([C:28]3[CH:29]=[CH:30][CH:31]=[CH:32][CH:33]=3)[CH2:23][CH2:24][CH2:25][CH2:26][CH2:27]1)[N:16]=2)[CH:2]=[O:1], predict the reactants needed to synthesize it. The reactants are: [O:1]1CCCO[CH:2]1[C:7]1[CH:12]=[CH:11][C:10]([C:13]2[S:14][C:15]3[C:20]([N:21]=2)=[CH:19][CH:18]=[C:17]([C:22]2([C:28]4[CH:33]=[CH:32][CH:31]=[CH:30][CH:29]=4)[CH2:27][CH2:26][CH2:25][CH2:24][CH2:23]2)[N:16]=3)=[C:9]([F:34])[CH:8]=1.[OH-].[Na+]. (7) Given the product [Si:14]([O:21][CH2:22][CH2:23][CH:24]1[C:29]2[S:30][C:31]([C:33]([OH:35])=[O:34])=[C:32]([CH3:1])[C:28]=2[CH2:27][CH2:26][O:25]1)([C:17]([CH3:20])([CH3:18])[CH3:19])([CH3:16])[CH3:15], predict the reactants needed to synthesize it. The reactants are: [CH3:1]N(C)CCN(C)C.C([Li])(CC)C.[Si:14]([O:21][CH2:22][CH2:23][CH:24]1[C:29]2[S:30][C:31]([C:33]([OH:35])=[O:34])=[CH:32][C:28]=2[CH2:27][CH2:26][O:25]1)([C:17]([CH3:20])([CH3:19])[CH3:18])([CH3:16])[CH3:15].IC.